Predict the reactants needed to synthesize the given product. From a dataset of Full USPTO retrosynthesis dataset with 1.9M reactions from patents (1976-2016). The reactants are: [CH2:1]([N:8]1[CH2:13][CH2:12][C:11](F)([C:14]2[CH:19]=[CH:18][CH:17]=[CH:16][CH:15]=2)[CH2:10][CH2:9]1)[C:2]1[CH:7]=[CH:6][CH:5]=[CH:4][CH:3]=1.ClC([O:24]C(Cl)=O)C.CO. Given the product [CH2:1]([N:8]1[CH2:13][CH2:12][C:11]([C:14]2[CH:19]=[CH:18][CH:17]=[CH:16][CH:15]=2)([OH:24])[CH2:10][CH2:9]1)[C:2]1[CH:7]=[CH:6][CH:5]=[CH:4][CH:3]=1, predict the reactants needed to synthesize it.